Dataset: Reaction yield outcomes from USPTO patents with 853,638 reactions. Task: Predict the reaction yield, written as a fraction of the theoretical maximum amount of product (1.0 means a 100% yield; for example, 0.34 means a 34% yield). The reactants are Br[C:2]1[CH:9]=[CH:8][C:7]([OH:10])=[CH:6][C:3]=1[CH:4]=[O:5].C(=O)([O-])[O-].[Na+].[Na+].[C:17]1(B(O)O)[C:26]2[C:21](=[CH:22][CH:23]=[CH:24][CH:25]=2)[CH:20]=[CH:19][CH:18]=1. The catalyst is CN(C)C=O.O.C([O-])(=O)C.[Pd+2].C([O-])(=O)C. The product is [OH:10][C:7]1[CH:8]=[CH:9][C:2]([C:25]2[C:26]3[C:21](=[CH:20][CH:19]=[CH:18][CH:17]=3)[CH:22]=[CH:23][CH:24]=2)=[C:3]([CH:6]=1)[CH:4]=[O:5]. The yield is 0.740.